This data is from Forward reaction prediction with 1.9M reactions from USPTO patents (1976-2016). The task is: Predict the product of the given reaction. (1) Given the reactants O=[CH:2][C:3]([O:5][CH2:6][CH3:7])=[O:4].[CH3:8][C:9]1[C:13]([C:14]2[CH:15]=[C:16]([CH:18]=[CH:19][C:20]=2[O:21][CH3:22])[NH2:17])=[C:12]([CH3:23])[O:11][N:10]=1.[O-]S([O-])(=O)=O.[Mg+2].[CH2:30]([N:37]1[CH:41]=[CH:40][O:39][C:38]1=[O:42])[C:31]1[CH:36]=[CH:35][CH:34]=[CH:33][CH:32]=1.CC1C=CC(S(O)(=O)=O)=CC=1, predict the reaction product. The product is: [CH2:30]([N:37]1[C:41]2[C:18]3[CH:19]=[C:20]([O:21][CH3:22])[C:14]([C:13]4[C:9]([CH3:8])=[N:10][O:11][C:12]=4[CH3:23])=[CH:15][C:16]=3[N:17]=[C:2]([C:3]([O:5][CH2:6][CH3:7])=[O:4])[C:40]=2[O:39][C:38]1=[O:42])[C:31]1[CH:32]=[CH:33][CH:34]=[CH:35][CH:36]=1. (2) Given the reactants [C:1]1([C:7]2[CH:8]=[C:9]3[C:18]([CH:19]4[CH2:24][CH2:23][NH:22][CH2:21][CH2:20]4)=[CH:17][NH:16][C:10]3=[C:11]([C:13]([NH2:15])=[O:14])[N:12]=2)[CH:6]=[CH:5][CH:4]=[CH:3][CH:2]=1.CCN(C(C)C)C(C)C.[CH2:34]([S:36](Cl)(=[O:38])=[O:37])[CH3:35], predict the reaction product. The product is: [CH2:34]([S:36]([N:22]1[CH2:23][CH2:24][CH:19]([C:18]2[C:9]3[C:10](=[C:11]([C:13]([NH2:15])=[O:14])[N:12]=[C:7]([C:1]4[CH:6]=[CH:5][CH:4]=[CH:3][CH:2]=4)[CH:8]=3)[NH:16][CH:17]=2)[CH2:20][CH2:21]1)(=[O:38])=[O:37])[CH3:35].